Dataset: Forward reaction prediction with 1.9M reactions from USPTO patents (1976-2016). Task: Predict the product of the given reaction. (1) Given the reactants Cl[C:2]1[CH:7]=[CH:6][N:5]=[C:4]([N:8]2[C:20](=[O:21])[C:19]3[S:18][C:17]4[CH2:16][CH2:15][CH2:14][CH2:13][C:12]=4[C:11]=3[CH:10]=[N:9]2)[C:3]=1[CH:22]=[O:23].[CH3:24][C@H:25]1[CH2:30][N:29]([CH:31]2[CH2:34][O:33][CH2:32]2)[C@H:28]([CH3:35])[CH2:27][N:26]1[C:36]1[CH:37]=[CH:38][C:39]([NH:42][C:43]2[C:44](=[O:59])[N:45]([CH3:58])[CH:46]=[C:47](B3OC(C)(C)C(C)(C)O3)[CH:48]=2)=[N:40][CH:41]=1.[O-]P([O-])([O-])=O.[K+].[K+].[K+].C([O-])(=O)C.[Na+], predict the reaction product. The product is: [CH3:24][CH:25]1[CH2:30][N:29]([CH:31]2[CH2:34][O:33][CH2:32]2)[CH:28]([CH3:35])[CH2:27][N:26]1[C:36]1[CH:37]=[CH:38][C:39]([NH:42][C:43]2[C:44](=[O:59])[N:45]([CH3:58])[CH:46]=[C:47]([C:2]3[CH:7]=[CH:6][N:5]=[C:4]([N:8]4[C:20](=[O:21])[C:19]5[S:18][C:17]6[CH2:16][CH2:15][CH2:14][CH2:13][C:12]=6[C:11]=5[CH:10]=[N:9]4)[C:3]=3[CH:22]=[O:23])[CH:48]=2)=[N:40][CH:41]=1. (2) Given the reactants FC(F)(F)S(O[C:7]1[C:16]([O:17][CH3:18])=[CH:15][C:14]2[N:13]=[CH:12][C:11]3[N:19]([CH3:32])[C:20](=[O:31])[N:21]([C:22]4[CH:27]=[CH:26][C:25]([C:28]#[N:29])=[CH:24][C:23]=4[F:30])[C:10]=3[C:9]=2[CH:8]=1)(=O)=O.CC1(C)C(C)(C)OB([C:43]2[CH:44]=[N:45][C:46]3[C:51]([CH:52]=2)=[CH:50][CH:49]=[CH:48][CH:47]=3)O1.P([O-])([O-])([O-])=O.[K+].[K+].[K+], predict the reaction product. The product is: [F:30][C:23]1[CH:24]=[C:25]([CH:26]=[CH:27][C:22]=1[N:21]1[C:10]2[C:9]3[CH:8]=[C:7]([C:43]4[CH:44]=[N:45][C:46]5[C:51]([CH:52]=4)=[CH:50][CH:49]=[CH:48][CH:47]=5)[C:16]([O:17][CH3:18])=[CH:15][C:14]=3[N:13]=[CH:12][C:11]=2[N:19]([CH3:32])[C:20]1=[O:31])[C:28]#[N:29]. (3) The product is: [F:3][C:4]1[CH:5]=[CH:6][CH:7]=[C:8]2[C:12]=1[N:11]([C:13]1[N:17]=[C:16]([C:18]3([OH:66])[CH2:23][CH2:22][N:21]([CH:24]4[CH2:29][CH2:28][N:27]([C:48](=[O:47])[CH2:50][OH:62])[CH2:26][CH2:25]4)[CH2:20][CH2:19]3)[O:15][N:14]=1)[N:10]=[C:9]2[CH:30]([CH3:32])[CH3:31]. Given the reactants Cl.Cl.[F:3][C:4]1[CH:5]=[CH:6][CH:7]=[C:8]2[C:12]=1[N:11]([C:13]1[N:17]=[C:16]([CH:18]3[CH2:23][CH2:22][N:21]([CH:24]4[CH2:29][CH2:28][NH:27][CH2:26][CH2:25]4)[CH2:20][CH2:19]3)[O:15][N:14]=1)[N:10]=[C:9]2[CH:30]([CH3:32])[CH3:31].Cl.Cl.FC1C=CC=C2C=1C(C(C)C)=NN2C1N=[C:48]([C:50]2([OH:62])CCN(C3CCNCC3)CC2)[O:47]N=1.[OH-:66].[Na+].CN.CO, predict the reaction product. (4) Given the reactants [Br:1][C:2]1[CH:3]=[C:4]2[C:9](=[CH:10][CH:11]=1)[CH:8]=[C:7]([C:12]([O:14]C)=[O:13])[CH:6]=[CH:5]2.C1COCC1.O.[OH-].[Li+], predict the reaction product. The product is: [Br:1][C:2]1[CH:3]=[C:4]2[C:9](=[CH:10][CH:11]=1)[CH:8]=[C:7]([C:12]([OH:14])=[O:13])[CH:6]=[CH:5]2.